This data is from NCI-60 drug combinations with 297,098 pairs across 59 cell lines. The task is: Regression. Given two drug SMILES strings and cell line genomic features, predict the synergy score measuring deviation from expected non-interaction effect. (1) Drug 1: CN(C)C1=NC(=NC(=N1)N(C)C)N(C)C. Drug 2: CC=C1C(=O)NC(C(=O)OC2CC(=O)NC(C(=O)NC(CSSCCC=C2)C(=O)N1)C(C)C)C(C)C. Cell line: IGROV1. Synergy scores: CSS=63.8, Synergy_ZIP=6.23, Synergy_Bliss=4.92, Synergy_Loewe=-58.3, Synergy_HSA=5.38. (2) Synergy scores: CSS=12.0, Synergy_ZIP=-2.69, Synergy_Bliss=-1.95, Synergy_Loewe=-14.1, Synergy_HSA=-1.37. Drug 2: C1CNP(=O)(OC1)N(CCCl)CCCl. Drug 1: CC1=C(N=C(N=C1N)C(CC(=O)N)NCC(C(=O)N)N)C(=O)NC(C(C2=CN=CN2)OC3C(C(C(C(O3)CO)O)O)OC4C(C(C(C(O4)CO)O)OC(=O)N)O)C(=O)NC(C)C(C(C)C(=O)NC(C(C)O)C(=O)NCCC5=NC(=CS5)C6=NC(=CS6)C(=O)NCCC[S+](C)C)O. Cell line: HCC-2998. (3) Drug 1: CC1=C(C=C(C=C1)NC2=NC=CC(=N2)N(C)C3=CC4=NN(C(=C4C=C3)C)C)S(=O)(=O)N.Cl. Drug 2: C1C(C(OC1N2C=NC(=NC2=O)N)CO)O. Synergy scores: CSS=0.818, Synergy_ZIP=1.58, Synergy_Bliss=1.53, Synergy_Loewe=1.98, Synergy_HSA=-0.177. Cell line: EKVX. (4) Drug 1: CN1C(=O)N2C=NC(=C2N=N1)C(=O)N. Drug 2: C1=CC=C(C(=C1)C(C2=CC=C(C=C2)Cl)C(Cl)Cl)Cl. Cell line: PC-3. Synergy scores: CSS=0.980, Synergy_ZIP=1.36, Synergy_Bliss=4.05, Synergy_Loewe=2.56, Synergy_HSA=1.73. (5) Cell line: BT-549. Drug 2: COC1=C2C(=CC3=C1OC=C3)C=CC(=O)O2. Drug 1: CCC1=CC2CC(C3=C(CN(C2)C1)C4=CC=CC=C4N3)(C5=C(C=C6C(=C5)C78CCN9C7C(C=CC9)(C(C(C8N6C)(C(=O)OC)O)OC(=O)C)CC)OC)C(=O)OC.C(C(C(=O)O)O)(C(=O)O)O. Synergy scores: CSS=53.8, Synergy_ZIP=1.05, Synergy_Bliss=1.75, Synergy_Loewe=-37.4, Synergy_HSA=1.02. (6) Drug 2: C1=CC(=CC=C1C#N)C(C2=CC=C(C=C2)C#N)N3C=NC=N3. Synergy scores: CSS=-3.32, Synergy_ZIP=-0.351, Synergy_Bliss=-2.64, Synergy_Loewe=-2.85, Synergy_HSA=-3.02. Drug 1: CN(C)N=NC1=C(NC=N1)C(=O)N. Cell line: MCF7. (7) Drug 1: C1=C(C(=O)NC(=O)N1)N(CCCl)CCCl. Drug 2: CS(=O)(=O)OCCCCOS(=O)(=O)C. Cell line: SW-620. Synergy scores: CSS=43.9, Synergy_ZIP=7.15, Synergy_Bliss=10.2, Synergy_Loewe=6.33, Synergy_HSA=10.4.